Task: Predict the reactants needed to synthesize the given product.. Dataset: Full USPTO retrosynthesis dataset with 1.9M reactions from patents (1976-2016) (1) Given the product [Cl:25][C:21]1[C:4]([O:5][C:6]2[CH:7]=[CH:8][C:9]3[N:10]([CH:12]=[C:13]([NH:15][C:16]([CH:18]4[CH2:19][CH2:20]4)=[O:17])[N:14]=3)[N:11]=2)=[CH:3][C:2]([NH:1][C:31](=[O:32])[C:30]2[CH:34]=[CH:35][CH:36]=[C:28]([C:27]([F:26])([F:37])[F:38])[CH:29]=2)=[C:23]([F:24])[CH:22]=1, predict the reactants needed to synthesize it. The reactants are: [NH2:1][C:2]1[CH:3]=[C:4]([C:21]([Cl:25])=[CH:22][C:23]=1[F:24])[O:5][C:6]1[CH:7]=[CH:8][C:9]2[N:10]([CH:12]=[C:13]([NH:15][C:16]([CH:18]3[CH2:20][CH2:19]3)=[O:17])[N:14]=2)[N:11]=1.[F:26][C:27]([F:38])([F:37])[C:28]1[CH:29]=[C:30]([CH:34]=[CH:35][CH:36]=1)[C:31](O)=[O:32].ON1C2C=CC=CC=2N=N1.Cl.C(N=C=NCCCN(C)C)C. (2) Given the product [C:10]([O:14][C:15]([N:17]1[CH2:22][CH2:21][C:20]([CH2:6][C:5]2[CH:8]=[CH:9][C:2]([Cl:1])=[CH:3][CH:4]=2)([OH:23])[C:19]([CH3:25])([CH3:24])[CH2:18]1)=[O:16])([CH3:13])([CH3:11])[CH3:12], predict the reactants needed to synthesize it. The reactants are: [Cl:1][C:2]1[CH:9]=[CH:8][C:5]([CH2:6]Br)=[CH:4][CH:3]=1.[C:10]([O:14][C:15]([N:17]1[CH2:22][CH2:21][C:20](=[O:23])[C:19]([CH3:25])([CH3:24])[CH2:18]1)=[O:16])([CH3:13])([CH3:12])[CH3:11]. (3) Given the product [CH2:1]([NH:5][C:6]([C:8]1[C:12]2[CH:13]=[CH:14][C:15]([O:17][C:18]3[CH:23]=[CH:22][N:21]=[C:20]4[CH:24]=[C:25]([C:27]([N:29]5[CH2:33][CH2:32][CH:31]([OH:34])[CH2:30]5)=[O:28])[S:26][C:19]=34)=[CH:16][C:11]=2[O:10][C:9]=1[CH3:36])=[O:7])[CH:2]([CH3:4])[CH3:3], predict the reactants needed to synthesize it. The reactants are: [CH2:1]([NH:5][C:6]([C:8]1[C:12]2[CH:13]=[CH:14][C:15]([O:17][C:18]3[CH:23]=[CH:22][N:21]=[C:20]4[CH:24]=[C:25]([C:27]([N:29]5[CH2:33][CH2:32][CH:31]([O:34]C)[CH2:30]5)=[O:28])[S:26][C:19]=34)=[CH:16][C:11]=2[O:10][C:9]=1[CH3:36])=[O:7])[CH:2]([CH3:4])[CH3:3].B(Br)(Br)Br.CNC(C1C2C=CC(O)=CC=2SC=1C)=O. (4) Given the product [CH3:7][O:6][C:4](=[O:5])[C:3]1[CH:8]=[C:9]([O:16][CH2:13][CH:19]=[CH2:20])[CH:10]=[CH:11][C:2]=1[OH:1], predict the reactants needed to synthesize it. The reactants are: [OH:1][C:2]1[CH:11]=[C:10](O)[CH:9]=[CH:8][C:3]=1[C:4]([O:6][CH3:7])=[O:5].[C:13]([O-:16])([O-])=O.[K+].[K+].[CH2:19](Br)[CH:20]=C.Cl.